From a dataset of Catalyst prediction with 721,799 reactions and 888 catalyst types from USPTO. Predict which catalyst facilitates the given reaction. (1) Reactant: [CH3:1][C:2]1[C:3](=O)[C:4]([O:10][CH3:11])([O:8][CH3:9])[C:5]=1[O:6]C.[CH3:13][O:14][C:15]1[CH:16]=[C:17]([Mg]Br)[CH:18]=[CH:19][CH:20]=1.C(OC(C(F)(F)F)=O)(C(F)(F)F)=O. Product: [CH3:1][C:2]1[C:5](=[O:6])[C:4]([O:10][CH3:11])([O:8][CH3:9])[C:3]=1[C:19]1[CH:18]=[CH:17][CH:16]=[C:15]([O:14][CH3:13])[CH:20]=1. The catalyst class is: 1. (2) Reactant: [OH-].[Na+].C([O:5][C:6](=[O:18])[C:7]1[CH:12]=[C:11]([F:13])[CH:10]=[C:9]([F:14])[C:8]=1[O:15][CH2:16][CH3:17])C. Product: [CH2:16]([O:15][C:8]1[C:9]([F:14])=[CH:10][C:11]([F:13])=[CH:12][C:7]=1[C:6]([OH:18])=[O:5])[CH3:17]. The catalyst class is: 14. (3) Reactant: [Si:1]([O:18][CH2:19][C:20]1[C:21]([O:33][CH2:34][CH:35]2[CH2:37][CH2:36]2)=[CH:22][C:23]([O:29]COC)=[C:24]([C:26](=[O:28])[CH3:27])[CH:25]=1)([C:14]([CH3:17])([CH3:16])[CH3:15])([C:8]1[CH:13]=[CH:12][CH:11]=[CH:10][CH:9]=1)[C:2]1[CH:7]=[CH:6][CH:5]=[CH:4][CH:3]=1.Cl. Product: [Si:1]([O:18][CH2:19][C:20]1[C:21]([O:33][CH2:34][CH:35]2[CH2:37][CH2:36]2)=[CH:22][C:23]([OH:29])=[C:24]([C:26](=[O:28])[CH3:27])[CH:25]=1)([C:14]([CH3:17])([CH3:16])[CH3:15])([C:8]1[CH:9]=[CH:10][CH:11]=[CH:12][CH:13]=1)[C:2]1[CH:7]=[CH:6][CH:5]=[CH:4][CH:3]=1. The catalyst class is: 7.